This data is from hERG potassium channel inhibition data for cardiac toxicity prediction from Karim et al.. The task is: Regression/Classification. Given a drug SMILES string, predict its toxicity properties. Task type varies by dataset: regression for continuous values (e.g., LD50, hERG inhibition percentage) or binary classification for toxic/non-toxic outcomes (e.g., AMES mutagenicity, cardiotoxicity, hepatotoxicity). Dataset: herg_karim. (1) The drug is COC(=O)C(CCCN1CCC(c2ccccc2OC)CC1)(c1ccc(Br)cc1)C(C)C. The result is 1 (blocker). (2) The molecule is COc1cc2c(cc1OC(C)C)[C@H](c1ccc(Cl)cc1)N(c1ccc(N(C)C[C@H]3CC[C@H](N4CCNC(=O)C4)CC3)cc1)C(=O)C2. The result is 0 (non-blocker). (3) The drug is O=S(=O)(c1ccc(C(F)(F)F)cc1)N1CCC(CN2CCC(c3noc4cc(F)ccc34)CC2)CC1. The result is 1 (blocker). (4) The compound is Cc1nc(-c2nnc3n2CCN(C(=O)c2ccc(-c4cccs4)cc2)[C@@H]3C)cs1. The result is 0 (non-blocker). (5) The molecule is Fc1cccc(-n2cc(NCCN3CCCCC3)nn2)c1. The result is 1 (blocker). (6) The compound is CC[C@@H](O)c1cn(-c2ccc(F)cc2)c2ccc(Cl)cc12. The result is 1 (blocker). (7) The molecule is O=C([O-])C1=C[N+](C2CC2)=C2C=C(N3CC[NH2+]CC3)C(F)=C[C@H]2C1=O. The result is 0 (non-blocker).